This data is from Reaction yield outcomes from USPTO patents with 853,638 reactions. The task is: Predict the reaction yield, written as a fraction of the theoretical maximum amount of product (1.0 means a 100% yield; for example, 0.34 means a 34% yield). (1) The reactants are FC(F)(F)C(O)=O.C([O:15][C:16]1[CH:35]=[CH:34][C:19]([CH2:20][C:21]2[CH:25]=[C:24]([C:26]3[C:27]([NH2:33])=[N:28][CH:29]=[C:30]([F:32])[CH:31]=3)[O:23][N:22]=2)=[CH:18][CH:17]=1)C1C=CC=CC=1.C1(SC)C=CC=CC=1.C(=O)([O-])O.[Na+]. No catalyst specified. The product is [NH2:33][C:27]1[C:26]([C:24]2[O:23][N:22]=[C:21]([CH2:20][C:19]3[CH:34]=[CH:35][C:16]([OH:15])=[CH:17][CH:18]=3)[CH:25]=2)=[CH:31][C:30]([F:32])=[CH:29][N:28]=1. The yield is 0.980. (2) The reactants are [OH:1][C:2]1[C:6](=[O:7])[N:5]([C:8]2[S:9][C:10]([CH3:13])=[N:11][N:12]=2)[CH:4]([C:14]2[CH:15]=[C:16]([CH:20]=[CH:21][CH:22]=2)[C:17]([OH:19])=O)[C:3]=1[C:23](=[O:32])[C:24]1[CH:29]=[CH:28][C:27]([O:30][CH3:31])=[CH:26][CH:25]=1.Cl.[CH3:34][NH2:35]. No catalyst specified. The product is [OH:1][C:2]1[C:6](=[O:7])[N:5]([C:8]2[S:9][C:10]([CH3:13])=[N:11][N:12]=2)[CH:4]([C:14]2[CH:15]=[C:16]([CH:20]=[CH:21][CH:22]=2)[C:17]([NH:35][CH3:34])=[O:19])[C:3]=1[C:23](=[O:32])[C:24]1[CH:29]=[CH:28][C:27]([O:30][CH3:31])=[CH:26][CH:25]=1. The yield is 0.410. (3) The reactants are [Cl:1][C:2]1[CH:18]=[CH:17][C:5]2[CH2:6][CH2:7][N:8]([C:11](=[O:16])[C:12]([F:15])([F:14])[F:13])[CH2:9][CH2:10][C:4]=2[C:3]=1OS(C(F)(F)F)(=O)=O.[CH3:27][C@@H:28]1[CH2:30][C@H:29]1[C:31]([NH:33][C:34]1[CH:41]=[CH:40][C:37]([CH2:38][NH2:39])=[CH:36][CH:35]=1)=[O:32]. The catalyst is C1(C)C=CC=CC=1.O1CCOCC1. The product is [Cl:1][C:2]1[CH:18]=[CH:17][C:5]2[CH2:6][CH2:7][N:8]([C:11](=[O:16])[C:12]([F:15])([F:14])[F:13])[CH2:9][CH2:10][C:4]=2[C:3]=1[NH:39][CH2:38][C:37]1[CH:36]=[CH:35][C:34]([NH:33][C:31]([C@@H:29]2[CH2:30][C@H:28]2[CH3:27])=[O:32])=[CH:41][CH:40]=1. The yield is 0.790. (4) The reactants are [C:1]([C:4]1[C:9](/[CH:10]=[CH:11]/[C:12]([O:14]C(C)(C)C)=[O:13])=[C:8]([F:19])[C:7]([Cl:20])=[CH:6][CH:5]=1)(=[O:3])[CH3:2]. The catalyst is C(Cl)Cl.C(O)(C(F)(F)F)=O. The product is [C:1]([C:4]1[C:9](/[CH:10]=[CH:11]/[C:12]([OH:14])=[O:13])=[C:8]([F:19])[C:7]([Cl:20])=[CH:6][CH:5]=1)(=[O:3])[CH3:2]. The yield is 0.970.